Dataset: Reaction yield outcomes from USPTO patents with 853,638 reactions. Task: Predict the reaction yield, written as a fraction of the theoretical maximum amount of product (1.0 means a 100% yield; for example, 0.34 means a 34% yield). (1) The reactants are [N:1]1([S:7]([C:10]2[CH:11]=[C:12]([CH:17]=[CH:18][CH:19]=2)[C:13](OC)=[O:14])(=[O:9])=[O:8])[CH2:6][CH2:5][CH2:4][CH2:3][CH2:2]1.[NH2:20][NH2:21]. The catalyst is CO. The product is [N:1]1([S:7]([C:10]2[CH:11]=[C:12]([CH:17]=[CH:18][CH:19]=2)[C:13]([NH:20][NH2:21])=[O:14])(=[O:9])=[O:8])[CH2:6][CH2:5][CH2:4][CH2:3][CH2:2]1. The yield is 0.462. (2) The reactants are [O-][CH2:2][CH3:3].[Na+].[C:5]([NH:8][C:9]1[CH:14]=[CH:13][CH:12]=[CH:11][CH:10]=1)(=[S:7])[CH3:6].C(O)C.ICC. The catalyst is ClCCl. The product is [CH2:2]([S:7][C:5](=[N:8][C:9]1[CH:14]=[CH:13][CH:12]=[CH:11][CH:10]=1)[CH3:6])[CH3:3]. The yield is 0.730.